Task: Regression. Given two drug SMILES strings and cell line genomic features, predict the synergy score measuring deviation from expected non-interaction effect.. Dataset: NCI-60 drug combinations with 297,098 pairs across 59 cell lines (1) Drug 1: CN(CC1=CN=C2C(=N1)C(=NC(=N2)N)N)C3=CC=C(C=C3)C(=O)NC(CCC(=O)O)C(=O)O. Drug 2: C1=NC2=C(N1)C(=S)N=CN2. Cell line: U251. Synergy scores: CSS=60.3, Synergy_ZIP=-7.81, Synergy_Bliss=-2.89, Synergy_Loewe=-10.7, Synergy_HSA=0.309. (2) Drug 1: CC(C1=C(C=CC(=C1Cl)F)Cl)OC2=C(N=CC(=C2)C3=CN(N=C3)C4CCNCC4)N. Drug 2: CS(=O)(=O)C1=CC(=C(C=C1)C(=O)NC2=CC(=C(C=C2)Cl)C3=CC=CC=N3)Cl. Cell line: T-47D. Synergy scores: CSS=6.42, Synergy_ZIP=-1.32, Synergy_Bliss=5.32, Synergy_Loewe=2.02, Synergy_HSA=3.11. (3) Drug 1: C1=CN(C(=O)N=C1N)C2C(C(C(O2)CO)O)O.Cl. Drug 2: C1CNP(=O)(OC1)N(CCCl)CCCl. Cell line: HOP-62. Synergy scores: CSS=49.6, Synergy_ZIP=6.25, Synergy_Bliss=6.74, Synergy_Loewe=-34.8, Synergy_HSA=3.30. (4) Drug 1: C1C(C(OC1N2C=NC3=C(N=C(N=C32)Cl)N)CO)O. Drug 2: N.N.Cl[Pt+2]Cl. Cell line: HL-60(TB). Synergy scores: CSS=82.8, Synergy_ZIP=1.66, Synergy_Bliss=1.75, Synergy_Loewe=-0.477, Synergy_HSA=4.39. (5) Drug 2: CC1C(C(CC(O1)OC2CC(CC3=C2C(=C4C(=C3O)C(=O)C5=CC=CC=C5C4=O)O)(C(=O)C)O)N)O. Drug 1: C(CC(=O)O)C(=O)CN.Cl. Synergy scores: CSS=65.9, Synergy_ZIP=6.75, Synergy_Bliss=7.50, Synergy_Loewe=-37.9, Synergy_HSA=7.25. Cell line: ACHN.